This data is from NCI-60 drug combinations with 297,098 pairs across 59 cell lines. The task is: Regression. Given two drug SMILES strings and cell line genomic features, predict the synergy score measuring deviation from expected non-interaction effect. (1) Drug 1: C1=CC(=CC=C1CCCC(=O)O)N(CCCl)CCCl. Drug 2: C1=CC=C(C=C1)NC(=O)CCCCCCC(=O)NO. Cell line: SW-620. Synergy scores: CSS=19.5, Synergy_ZIP=-6.14, Synergy_Bliss=-8.06, Synergy_Loewe=-7.33, Synergy_HSA=-6.15. (2) Drug 1: C1=CC(=CC=C1CCC2=CNC3=C2C(=O)NC(=N3)N)C(=O)NC(CCC(=O)O)C(=O)O. Drug 2: C1=NC(=NC(=O)N1C2C(C(C(O2)CO)O)O)N. Cell line: UO-31. Synergy scores: CSS=23.3, Synergy_ZIP=-2.90, Synergy_Bliss=-4.26, Synergy_Loewe=-9.74, Synergy_HSA=-3.02.